From a dataset of Forward reaction prediction with 1.9M reactions from USPTO patents (1976-2016). Predict the product of the given reaction. Given the reactants Br[C:2]1[C:7]2[CH:8]=[C:9]([C:12]([F:15])([F:14])[F:13])[CH:10]=[CH:11][C:6]=2[O:5][C:4]([CH2:18][F:19])([CH2:16][F:17])[CH:3]=1.[C:20]([O-:23])(=[O:22])C.[K+].[I-].[K+].Cl, predict the reaction product. The product is: [F:17][CH2:16][C:4]1([CH2:18][F:19])[CH:3]=[C:2]([C:20]([OH:23])=[O:22])[C:7]2[CH:8]=[C:9]([C:12]([F:15])([F:14])[F:13])[CH:10]=[CH:11][C:6]=2[O:5]1.